From a dataset of Reaction yield outcomes from USPTO patents with 853,638 reactions. Predict the reaction yield, written as a fraction of the theoretical maximum amount of product (1.0 means a 100% yield; for example, 0.34 means a 34% yield). The reactants are [CH3:1][C:2]1[CH:6]=[C:5]([CH2:7][C:8]([O:10][CH2:11][CH3:12])=[O:9])[O:4][N:3]=1.C1C(=O)N([Br:20])C(=O)C1. The catalyst is CN(C=O)C. The product is [Br:20][C:6]1[C:2]([CH3:1])=[N:3][O:4][C:5]=1[CH2:7][C:8]([O:10][CH2:11][CH3:12])=[O:9]. The yield is 0.920.